From a dataset of Reaction yield outcomes from USPTO patents with 853,638 reactions. Predict the reaction yield, written as a fraction of the theoretical maximum amount of product (1.0 means a 100% yield; for example, 0.34 means a 34% yield). (1) The reactants are [CH3:1][C:2]1[N:6]([CH3:7])[C:5]2[CH:8]=[C:9]([C:22](O)=[O:23])[C:10]3[CH2:11][CH2:12][CH:13]([C:16]4[CH:21]=[CH:20][CH:19]=[CH:18][CH:17]=4)[O:14][C:15]=3[C:4]=2[N:3]=1.F[B-](F)(F)F.N1(OC(N(C)C)=[N+](C)C)C2C=CC=CC=2N=N1.[CH2:47]([CH2:49][NH2:50])[OH:48].O. The catalyst is ClCCl. The product is [OH:48][CH2:47][CH2:49][NH:50][C:22]([C:9]1[C:10]2[CH2:11][CH2:12][CH:13]([C:16]3[CH:17]=[CH:18][CH:19]=[CH:20][CH:21]=3)[O:14][C:15]=2[C:4]2[N:3]=[C:2]([CH3:1])[N:6]([CH3:7])[C:5]=2[CH:8]=1)=[O:23]. The yield is 0.170. (2) The reactants are [C:1]([C:3]1[CH:4]=[C:5]2[C:10](=[CH:11][CH:12]=1)[S:9][C:8]([CH3:14])([CH3:13])[CH2:7][C:6]2=[O:15])#[CH:2].I[C:17]1[CH:27]=[CH:26][C:20]([C:21]([O:23][CH2:24][CH3:25])=[O:22])=[CH:19][CH:18]=1. The catalyst is CCN(CC)CC.Cl[Pd](Cl)([P](C1C=CC=CC=1)(C1C=CC=CC=1)C1C=CC=CC=1)[P](C1C=CC=CC=1)(C1C=CC=CC=1)C1C=CC=CC=1.[Cu]I. The product is [CH3:14][C:8]1([CH3:13])[CH2:7][C:6](=[O:15])[C:5]2[C:10](=[CH:11][CH:12]=[C:3]([C:1]#[C:2][C:17]3[CH:27]=[CH:26][C:20]([C:21]([O:23][CH2:24][CH3:25])=[O:22])=[CH:19][CH:18]=3)[CH:4]=2)[S:9]1. The yield is 0.720. (3) The reactants are C([N-]C(C)C)(C)C.[Li+].[F:9][C:10]1[CH:15]=[CH:14][C:13]([CH2:16][C:17]([OH:19])=[O:18])=[CH:12][C:11]=1[C:20]([F:23])([F:22])[F:21].I[CH2:25][CH:26]1[CH2:30][CH2:29][CH2:28][CH2:27]1. The catalyst is O1CCCC1.CN1CCCN(C)C1=O.CN1CCCN(C)C1=O. The product is [CH:26]1([CH2:25][CH:16]([C:13]2[CH:14]=[CH:15][C:10]([F:9])=[C:11]([C:20]([F:21])([F:22])[F:23])[CH:12]=2)[C:17]([OH:19])=[O:18])[CH2:30][CH2:29][CH2:28][CH2:27]1. The yield is 0.554. (4) The yield is 0.230. The product is [F:37][C:38]1[CH:46]=[CH:45][C:41]([C:42]([NH:1][C:2]2[CH:7]=[CH:6][CH:5]=[C:4]([N:8]([CH2:16][C:17]3[CH:22]=[CH:21][CH:20]=[C:19]([O:23][C:24]([F:28])([F:29])[CH:25]([F:26])[F:27])[CH:18]=3)[CH2:9][CH:10]([OH:15])[C:11]([F:14])([F:13])[F:12])[CH:3]=2)=[O:43])=[CH:40][CH:39]=1. The catalyst is ClCCl. The reactants are [NH2:1][C:2]1[CH:3]=[C:4]([N:8]([CH2:16][C:17]2[CH:22]=[CH:21][CH:20]=[C:19]([O:23][C:24]([F:29])([F:28])[CH:25]([F:27])[F:26])[CH:18]=2)[CH2:9][CH:10]([OH:15])[C:11]([F:14])([F:13])[F:12])[CH:5]=[CH:6][CH:7]=1.C(N(CC)CC)C.[F:37][C:38]1[CH:46]=[CH:45][C:41]([C:42](Cl)=[O:43])=[CH:40][CH:39]=1. (5) The reactants are [F:1][C:2]([F:17])([F:16])[C:3]1[C:4]([N:9]2[CH2:14][CH2:13][NH:12][C:11](=[O:15])[CH2:10]2)=[N:5][CH:6]=[CH:7][CH:8]=1.[Li+].C[Si]([N-][Si](C)(C)C)(C)C.[Cl:28][C:29]1[CH:30]=[CH:31][C:32]2[S:36][C:35]([S:37](Cl)(=[O:39])=[O:38])=[C:34]([CH3:41])[C:33]=2[CH:42]=1. The catalyst is C1COCC1. The product is [Cl:28][C:29]1[CH:30]=[CH:31][C:32]2[S:36][C:35]([S:37]([N:12]3[CH2:13][CH2:14][N:9]([C:4]4[C:3]([C:2]([F:1])([F:16])[F:17])=[CH:8][CH:7]=[CH:6][N:5]=4)[CH2:10][C:11]3=[O:15])(=[O:39])=[O:38])=[C:34]([CH3:41])[C:33]=2[CH:42]=1. The yield is 0.0350. (6) The reactants are [CH2:1]([O:8][C:9]1[CH:16]=[CH:15][C:12]([C:13]#[N:14])=[C:11]([N+:17]([O-])=O)[C:10]=1[O:20][CH3:21])[C:2]1[CH:7]=[CH:6][CH:5]=[CH:4][CH:3]=1.C(=O)(O)[O-].[Na+]. The catalyst is C(O)(=O)C.O.[Cl-].[Na+].O.[Fe]. The product is [NH2:17][C:11]1[C:10]([O:20][CH3:21])=[C:9]([O:8][CH2:1][C:2]2[CH:3]=[CH:4][CH:5]=[CH:6][CH:7]=2)[CH:16]=[CH:15][C:12]=1[C:13]#[N:14]. The yield is 0.880. (7) The reactants are [N+:1]([C:4]1[CH:15]=[CH:14][C:7]2[NH:8][C:9](=O)[CH2:10][CH2:11][CH2:12][C:6]=2[CH:5]=1)([O-:3])=[O:2].B.C1COCC1. The catalyst is C1COCC1. The product is [N+:1]([C:4]1[CH:15]=[CH:14][C:7]2[NH:8][CH2:9][CH2:10][CH2:11][CH2:12][C:6]=2[CH:5]=1)([O-:3])=[O:2]. The yield is 0.630. (8) The reactants are [C:1]([C:3]1[C:12]2[C:7](=[CH:8][CH:9]=[CH:10][CH:11]=2)[C:6]([NH:13][C@H:14]([C@H:27]([OH:29])[CH3:28])[C:15]([NH:17][NH:18][C:19](=O)[C:20]2[CH:25]=[CH:24][CH:23]=[CH:22][CH:21]=2)=[O:16])=[CH:5][CH:4]=1)#[N:2].C(NP1(N(CC)CC)N(C)CCCN1C)(C)(C)C. The catalyst is C1COCC1. The product is [OH:29][C@H:27]([CH3:28])[C@@H:14]([NH:13][C:6]1[C:7]2[C:12](=[CH:11][CH:10]=[CH:9][CH:8]=2)[C:3]([C:1]#[N:2])=[CH:4][CH:5]=1)[C:15]1[O:16][C:19]([C:20]2[CH:21]=[CH:22][CH:23]=[CH:24][CH:25]=2)=[N:18][N:17]=1. The yield is 0.00300. (9) The reactants are Br[C:2]1[N:3]=[C:4]2[CH:10]=[CH:9][NH:8][C:5]2=[N:6][CH:7]=1.[CH3:11][O:12][C:13]1[CH:14]=[C:15](B(O)O)[CH:16]=[C:17]([O:21][CH3:22])[C:18]=1[O:19][CH3:20].C(=O)([O-])[O-].[K+].[K+].C(=O)(O)[O-].[Na+]. The catalyst is O1CCOCC1.C1(P(C2C=CC=CC=2)[C-]2C=CC=C2)C=CC=CC=1.[C-]1(P(C2C=CC=CC=2)C2C=CC=CC=2)C=CC=C1.[Fe+2].O.C(OCC)(=O)C. The product is [CH3:22][O:21][C:17]1[CH:16]=[C:15]([C:2]2[N:3]=[C:4]3[CH:10]=[CH:9][NH:8][C:5]3=[N:6][CH:7]=2)[CH:14]=[C:13]([O:12][CH3:11])[C:18]=1[O:19][CH3:20]. The yield is 0.810.